This data is from Catalyst prediction with 721,799 reactions and 888 catalyst types from USPTO. The task is: Predict which catalyst facilitates the given reaction. (1) Product: [NH2:22][C:23]1[N:31]=[C:30]2[C:26]([N:27]=[CH:28][NH:29]2)=[C:25]([NH:1][C@H:2]([C:4]2[N:5]=[C:6]3[S:20][CH:19]=[C:18]([CH3:21])[N:7]3[C:8](=[O:17])[C:9]=2[C:10]2[CH:15]=[CH:14][CH:13]=[C:12]([F:16])[CH:11]=2)[CH3:3])[N:24]=1. Reactant: [NH2:1][C@H:2]([C:4]1[N:5]=[C:6]2[S:20][CH:19]=[C:18]([CH3:21])[N:7]2[C:8](=[O:17])[C:9]=1[C:10]1[CH:15]=[CH:14][CH:13]=[C:12]([F:16])[CH:11]=1)[CH3:3].[NH2:22][C:23]1[N:31]=[C:30]2[C:26]([NH:27][CH:28]=[N:29]2)=[C:25](Br)[N:24]=1.C(N(CC)C(C)C)(C)C. The catalyst class is: 51. (2) Reactant: Cl[C:2]1[C:11]2[C:6](=[CH:7][CH:8]=[C:9]([O:12][CH3:13])[CH:10]=2)[N:5]=[CH:4][C:3]=1[C:14]([O:16][CH2:17][CH3:18])=[O:15]. Product: [CH3:13][O:12][C:9]1[CH:10]=[C:11]2[C:6](=[CH:7][CH:8]=1)[N:5]=[CH:4][C:3]([C:14]([O:16][CH2:17][CH3:18])=[O:15])=[CH:2]2. The catalyst class is: 19. (3) Reactant: [Cl:1][C:2]1[CH:3]=[CH:4][C:5]([N:36]2[CH:40]=[N:39][N:38]=[N:37]2)=[C:6](/[CH:8]=[CH:9]/[C:10]([N:12]2[CH2:21][CH2:20][C:19]3[C:14](=[CH:15][CH:16]=[C:17]([CH3:22])[CH:18]=3)[CH:13]2[C:23]([NH:25][C:26]2[CH:35]=[CH:34][C:29]([C:30]([O:32]C)=[O:31])=[CH:28][CH:27]=2)=[O:24])=[O:11])[CH:7]=1.[N+](C1C=CC(C(OC)=O)=CC=1)#[C-]. Product: [Cl:1][C:2]1[CH:3]=[CH:4][C:5]([N:36]2[CH:40]=[N:39][N:38]=[N:37]2)=[C:6](/[CH:8]=[CH:9]/[C:10]([N:12]2[CH2:21][CH2:20][C:19]3[C:14](=[CH:15][CH:16]=[C:17]([CH3:22])[CH:18]=3)[CH:13]2[C:23]([NH:25][C:26]2[CH:35]=[CH:34][C:29]([C:30]([OH:32])=[O:31])=[CH:28][CH:27]=2)=[O:24])=[O:11])[CH:7]=1. The catalyst class is: 5. (4) Reactant: [CH3:1][O:2][C:3]([C@@H:5]([N:13]1[CH2:21][C:17]2[CH:18]=[CH:19][S:20][C:16]=2[CH2:15][CH2:14]1)[C:6]1[CH:7]=[CH:8][CH:9]=[CH:10][C:11]=1[Cl:12])=[O:4].[S:22](=[O:26])(=[O:25])([OH:24])[OH:23]. Product: [CH3:1][O:2][C:3]([C@@H:5]([N:13]1[CH2:21][C:17]2[CH:18]=[CH:19][S:20][C:16]=2[CH2:15][CH2:14]1)[C:6]1[C:11]([Cl:12])=[CH:10][CH:9]=[CH:8][CH:7]=1)=[O:4].[OH:25][S:22]([OH:26])(=[O:24])=[O:23]. The catalyst class is: 11. (5) Reactant: [NH2:1][C:2]1[N:3]=[CH:4][C:5]([C:8]#[N:9])=[N:6][CH:7]=1.[C:10]1(=[O:16])[O:15][C:13](=[O:14])[CH2:12][CH2:11]1. Product: [C:8]([C:5]1[N:6]=[CH:7][C:2]([NH:1][C:10](=[O:16])[CH2:11][CH2:12][C:13]([OH:15])=[O:14])=[N:3][CH:4]=1)#[N:9]. The catalyst class is: 7. (6) Reactant: [O:1]=[C:2]1[C:6]2([CH2:11][CH2:10][NH:9][CH2:8][CH2:7]2)[N:5]([C:12]2[CH:17]=[CH:16][CH:15]=[CH:14][CH:13]=2)[CH2:4][N:3]1[CH2:18][C:19]1[CH:31]=[CH:30][CH:29]=[CH:28][C:20]=1[C:21]([O:23][C:24]([CH3:27])([CH3:26])[CH3:25])=[O:22].I[CH2:33][CH2:34][CH2:35][C:36]([C:38]1[CH:43]=[CH:42][CH:41]=[CH:40][CH:39]=1)=[O:37].C(=O)([O-])[O-].[K+].[K+]. Product: [O:1]=[C:2]1[C:6]2([CH2:7][CH2:8][N:9]([CH2:33][CH2:34][CH2:35][C:36](=[O:37])[C:38]3[CH:43]=[CH:42][CH:41]=[CH:40][CH:39]=3)[CH2:10][CH2:11]2)[N:5]([C:12]2[CH:13]=[CH:14][CH:15]=[CH:16][CH:17]=2)[CH2:4][N:3]1[CH2:18][C:19]1[CH:31]=[CH:30][CH:29]=[CH:28][C:20]=1[C:21]([O:23][C:24]([CH3:27])([CH3:25])[CH3:26])=[O:22]. The catalyst class is: 9. (7) Reactant: [O:1]1[C:6]2[CH:7]=[CH:8][CH:9]=[C:10]([C:11]([OH:13])=[O:12])[C:5]=2[O:4][CH2:3][CH2:2]1.[C:14](Cl)(=O)C. Product: [CH3:14][O:12][C:11]([C:10]1[C:5]2[O:4][CH2:3][CH2:2][O:1][C:6]=2[CH:7]=[CH:8][CH:9]=1)=[O:13]. The catalyst class is: 5.